Predict which catalyst facilitates the given reaction. From a dataset of Catalyst prediction with 721,799 reactions and 888 catalyst types from USPTO. (1) Reactant: [CH2:1]([C:3]1[N:8]=[C:7]([NH2:9])[N:6]=[C:5]([NH2:10])[C:4]=1[C:11]1[CH:16]=[CH:15][C:14]([NH:17][CH2:18][C:19]2[CH:24]=[CH:23][C:22]([S:25]([CH3:28])(=[O:27])=[O:26])=[CH:21][CH:20]=2)=[C:13]([N+:29]([O-])=O)[CH:12]=1)[CH3:2].Cl[Sn]Cl.O. Product: [NH2:29][C:13]1[CH:12]=[C:11]([C:4]2[C:5]([NH2:10])=[N:6][C:7]([NH2:9])=[N:8][C:3]=2[CH2:1][CH3:2])[CH:16]=[CH:15][C:14]=1[NH:17][CH2:18][C:19]1[CH:24]=[CH:23][C:22]([S:25]([CH3:28])(=[O:27])=[O:26])=[CH:21][CH:20]=1. The catalyst class is: 8. (2) Reactant: [F:1][C:2]1[CH:7]=[CH:6][C:5]([C:8](=O)[CH2:9][S:10]([CH3:13])(=[O:12])=[O:11])=[CH:4][CH:3]=1.[CH3:15][NH:16][NH2:17]. Product: [F:1][C:2]1[CH:7]=[CH:6][C:5]([C:8](=[N:17][NH:16][CH3:15])[CH2:9][S:10]([CH3:13])(=[O:12])=[O:11])=[CH:4][CH:3]=1. The catalyst class is: 8.